Dataset: Full USPTO retrosynthesis dataset with 1.9M reactions from patents (1976-2016). Task: Predict the reactants needed to synthesize the given product. (1) Given the product [F:1][C:2]1[CH:10]=[CH:9][C:5]([C:6]([N:28]2[CH2:27][CH2:26][N:25]([C:18]3[C:19](=[O:24])[N:20]([CH3:23])[C:21](=[O:22])[N:16]([CH3:15])[N:17]=3)[CH2:30][CH2:29]2)=[O:7])=[C:4]([C:11]([F:14])([F:13])[F:12])[CH:3]=1.[F:12][C:11]([F:14])([F:13])[C:4]1[CH:3]=[CH:2][C:10]([C:11]([F:14])([F:13])[F:12])=[CH:9][C:5]=1[C:6]([N:28]1[CH2:27][CH2:26][N:25]([C:18]2[C:19](=[O:24])[N:20]([CH3:23])[C:21](=[O:22])[N:16]([CH3:15])[N:17]=2)[CH2:30][CH2:29]1)=[O:7], predict the reactants needed to synthesize it. The reactants are: [F:1][C:2]1[CH:10]=[CH:9][C:5]([C:6](Cl)=[O:7])=[C:4]([C:11]([F:14])([F:13])[F:12])[CH:3]=1.[CH3:15][N:16]1[C:21](=[O:22])[N:20]([CH3:23])[C:19](=[O:24])[C:18]([N:25]2[CH2:30][CH2:29][NH:28][CH2:27][CH2:26]2)=[N:17]1. (2) Given the product [N:19]1([C:16]2[CH:15]=[CH:14][C:13]([CH2:12][N:5]3[C:6]4[C:11](=[CH:10][CH:9]=[CH:8][CH:7]=4)[C:2](=[S:38])[C:3]([C:24]([O:26][CH2:27][CH3:28])=[O:25])=[N:4]3)=[CH:18][CH:17]=2)[CH:23]=[CH:22][CH:21]=[N:20]1, predict the reactants needed to synthesize it. The reactants are: O=[C:2]1[C:11]2[C:6](=[CH:7][CH:8]=[CH:9][CH:10]=2)[N:5]([CH2:12][C:13]2[CH:18]=[CH:17][C:16]([N:19]3[CH:23]=[CH:22][CH:21]=[N:20]3)=[CH:15][CH:14]=2)[N:4]=[C:3]1[C:24]([O:26][CH2:27][CH3:28])=[O:25].COC1C=CC(P2(=S)SP(=S)(C3C=CC(OC)=CC=3)[S:38]2)=CC=1. (3) Given the product [F:1][C:2]1[CH:3]=[C:4]([NH:8][C:9]2[C:10]3[S:23](=[O:24])[CH2:22][CH2:21][C:11]=3[N:12]=[C:13]([N:15]3[CH2:20][CH2:19][N:18]([C:26]4[CH:33]=[CH:32][C:29]([C:30]#[N:31])=[CH:28][CH:27]=4)[CH2:17][CH2:16]3)[N:14]=2)[CH:5]=[CH:6][CH:7]=1, predict the reactants needed to synthesize it. The reactants are: [F:1][C:2]1[CH:3]=[C:4]([NH:8][C:9]2[C:10]3[S:23](=[O:24])[CH2:22][CH2:21][C:11]=3[N:12]=[C:13]([N:15]3[CH2:20][CH2:19][NH:18][CH2:17][CH2:16]3)[N:14]=2)[CH:5]=[CH:6][CH:7]=1.Br[C:26]1[CH:33]=[CH:32][C:29]([C:30]#[N:31])=[CH:28][CH:27]=1.CC1(C)C2C(=C(P(C3C=CC=CC=3)C3C=CC=CC=3)C=CC=2)OC2C(P(C3C=CC=CC=3)C3C=CC=CC=3)=CC=CC1=2.C(=O)([O-])[O-].[Cs+].[Cs+]. (4) Given the product [F:14][C:15]1[CH:20]=[CH:19][C:18]([O:21][CH3:22])=[CH:17][C:16]=1[C:23]1[C:24]([C:39]([NH:41][NH:42][C:6](=[O:11])[C:7]([F:8])([F:9])[F:10])=[O:40])=[CH:25][C:26]([O:29][CH2:30][C:31]2[CH:36]=[CH:35][C:34]([O:37][CH3:38])=[CH:33][CH:32]=2)=[CH:27][CH:28]=1, predict the reactants needed to synthesize it. The reactants are: [F:8][C:7]([F:10])([F:9])[C:6](O[C:6](=[O:11])[C:7]([F:10])([F:9])[F:8])=[O:11].[F:14][C:15]1[CH:20]=[CH:19][C:18]([O:21][CH3:22])=[CH:17][C:16]=1[C:23]1[C:24]([C:39]([NH:41][NH2:42])=[O:40])=[CH:25][C:26]([O:29][CH2:30][C:31]2[CH:36]=[CH:35][C:34]([O:37][CH3:38])=[CH:33][CH:32]=2)=[CH:27][CH:28]=1.C(N(CC)CC)C.C(=O)([O-])O.[Na+]. (5) Given the product [NH2:24][C:17]1[C:18]2[C:23](=[CH:22][CH:21]=[CH:20][CH:19]=2)[C:14]([O:13][C:11]2[CH:10]=[CH:9][N:8]=[C:7]([NH:6][C:4](=[O:5])[CH2:3][O:2][CH3:1])[CH:12]=2)=[CH:15][CH:16]=1, predict the reactants needed to synthesize it. The reactants are: [CH3:1][O:2][CH2:3][C:4]([NH:6][C:7]1[CH:12]=[C:11]([O:13][C:14]2[C:23]3[C:18](=[CH:19][CH:20]=[CH:21][CH:22]=3)[C:17]([N+:24]([O-])=O)=[CH:16][CH:15]=2)[CH:10]=[CH:9][N:8]=1)=[O:5].O. (6) Given the product [CH2:1]([O:8][C:9]1[CH:14]=[CH:13][C:12]([CH2:15][O:16][C:64]2[CH:63]=[C:62]3[C:67](=[CH:66][CH:65]=2)[N:59]([C:57]([O:56][C:52]([CH3:55])([CH3:54])[CH3:53])=[O:58])[CH2:60][CH2:61]3)=[CH:11][C:10]=1[C:17]([F:19])([F:18])[F:20])[C:2]1[CH:3]=[CH:4][CH:5]=[CH:6][CH:7]=1, predict the reactants needed to synthesize it. The reactants are: [CH2:1]([O:8][C:9]1[CH:14]=[CH:13][C:12]([CH2:15][OH:16])=[CH:11][C:10]=1[C:17]([F:20])([F:19])[F:18])[C:2]1[CH:7]=[CH:6][CH:5]=[CH:4][CH:3]=1.C1(P(C2C=CC=CC=2)C2C=CC=CC=2)C=CC=CC=1.CCOC(/N=N/C(OCC)=O)=O.[C:52]([O:56][C:57]([N:59]1[C:67]2[C:62](=[CH:63][C:64](O)=[CH:65][CH:66]=2)[CH2:61][CH2:60]1)=[O:58])([CH3:55])([CH3:54])[CH3:53]. (7) Given the product [Cl:21][C:19]1[CH:18]=[CH:17][CH:16]=[C:15]2[C:20]=1[C:12]([C:10]([NH:9][CH2:8][CH:5]1[CH2:6][CH2:7][C:2]([F:1])([F:22])[CH2:3][CH2:4]1)=[O:11])=[CH:13][N:14]2[CH2:28][CH:26]1[CH2:27][C:24]([F:30])([F:23])[CH2:25]1, predict the reactants needed to synthesize it. The reactants are: [F:1][C:2]1([F:22])[CH2:7][CH2:6][CH:5]([CH2:8][NH:9][C:10]([C:12]2[C:20]3[C:15](=[CH:16][CH:17]=[CH:18][C:19]=3[Cl:21])[NH:14][CH:13]=2)=[O:11])[CH2:4][CH2:3]1.[F:23][C:24]1([F:30])[CH2:27][CH:26]([CH2:28]O)[CH2:25]1.C(P(=CC#N)(CCCC)CCCC)CCC. (8) Given the product [CH3:23][O:24][C:25](=[O:49])[C:26]1[C:31]([NH:32][CH:33]([CH:36]=[O:37])[CH2:34][CH3:35])=[CH:30][C:29]([CH3:38])=[N:28][C:27]=1[O:39][C:40]1[C:41]([CH3:48])=[CH:42][C:43]([Cl:47])=[CH:44][C:45]=1[CH3:46], predict the reactants needed to synthesize it. The reactants are: CC(OI1(OC(C)=O)(OC(C)=O)OC(=O)C2C=CC=CC1=2)=O.[CH3:23][O:24][C:25](=[O:49])[C:26]1[C:31]([NH:32][CH:33]([CH2:36][OH:37])[CH2:34][CH3:35])=[CH:30][C:29]([CH3:38])=[N:28][C:27]=1[O:39][C:40]1[C:45]([CH3:46])=[CH:44][C:43]([Cl:47])=[CH:42][C:41]=1[CH3:48]. (9) Given the product [CH3:1][O:2][C:3]1[CH:8]=[CH:7][C:6]([S:9]([N:12]2[C:20]3[CH:19]=[CH:18][CH:17]=[C:16]([C:21]#[N:22])[C:15]=3[CH:14]=[CH:13]2)(=[O:10])=[O:11])=[CH:5][C:4]=1[N:23]1[CH2:28][CH2:27][N:26]([CH3:29])[CH2:25][CH2:24]1, predict the reactants needed to synthesize it. The reactants are: [CH3:1][O:2][C:3]1[CH:8]=[CH:7][C:6]([S:9]([N:12]2[C:20]3[CH:19]=[CH:18][CH:17]=[C:16]([C:21]#[N:22])[C:15]=3[CH:14]=[CH:13]2)(=[O:11])=[O:10])=[CH:5][C:4]=1[N:23]1[CH2:28][CH2:27][NH:26][CH2:25][CH2:24]1.[C:29]([BH3-])#N.[Na+].C=O.